This data is from Catalyst prediction with 721,799 reactions and 888 catalyst types from USPTO. The task is: Predict which catalyst facilitates the given reaction. (1) Reactant: [Cl:1][C:2]1[CH:8]=[C:7]([O:9][C:10]2[C:19]3[C:14](=[CH:15][C:16]([O:22][CH3:23])=[C:17]([O:20][CH3:21])[CH:18]=3)[N:13]=[CH:12][N:11]=2)[CH:6]=[CH:5][C:3]=1[NH2:4].Cl[C:25](Cl)([O:27][C:28](=[O:34])OC(Cl)(Cl)Cl)Cl.[CH3:36][C:37]1[CH:42]=[CH:41][CH:40]=[CH:39][C:38]=1CO.C(=O)(O)[O-].[Na+]. Product: [Cl:1][C:2]1[CH:8]=[C:7]([O:9][C:10]2[C:19]3[C:14](=[CH:15][C:16]([O:22][CH3:23])=[C:17]([O:20][CH3:21])[CH:18]=3)[N:13]=[CH:12][N:11]=2)[CH:6]=[CH:5][C:3]=1[NH:4][C:28](=[O:34])[O:27][CH2:25][C:38]1[CH:39]=[CH:40][CH:41]=[CH:42][C:37]=1[CH3:36]. The catalyst class is: 208. (2) Reactant: Cl[C:2]1[C:11]2[C:6](=[CH:7][C:8]([OH:30])=[C:9]([C:12]3[N:13]=[N:14][C:15]([N:18]([CH3:29])[CH:19]4[CH2:24][C:23]([CH3:26])([CH3:25])[NH:22][C:21]([CH3:28])([CH3:27])[CH2:20]4)=[CH:16][CH:17]=3)[CH:10]=2)[N:5]=[C:4]([CH3:31])[CH:3]=1.Cl. Product: [CH3:31][C:4]1[CH:3]=[CH:2][C:11]2[C:6](=[CH:7][C:8]([OH:30])=[C:9]([C:12]3[N:13]=[N:14][C:15]([N:18]([CH3:29])[CH:19]4[CH2:24][C:23]([CH3:26])([CH3:25])[NH:22][C:21]([CH3:28])([CH3:27])[CH2:20]4)=[CH:16][CH:17]=3)[CH:10]=2)[N:5]=1. The catalyst class is: 19. (3) Reactant: [NH:1]1[CH2:6][CH2:5][CH:4]([CH2:7][NH:8]C(=O)OC(C)(C)C)[CH2:3][CH2:2]1.C(N(CC)CC)C.[CH3:23][S:24]([Cl:27])(=[O:26])=[O:25].C(OCC)(=O)C. Product: [ClH:27].[CH3:23][S:24]([N:1]1[CH2:6][CH2:5][CH:4]([CH2:7][NH2:8])[CH2:3][CH2:2]1)(=[O:26])=[O:25]. The catalyst class is: 1. (4) Reactant: [C:1]([O:5][C:6](=[O:22])[NH:7][C@@H:8]1[C@H:12]([CH2:13][F:14])[CH2:11][N:10](CC2C=CC=CC=2)[CH2:9]1)([CH3:4])([CH3:3])[CH3:2].C(N(C(C)C)CC)(C)C.Cl[C:33]([O:35][CH2:36][C:37]1[CH:42]=[CH:41][CH:40]=[CH:39][CH:38]=1)=[O:34]. Product: [CH2:36]([O:35][C:33]([N:10]1[CH2:11][C@@H:12]([CH2:13][F:14])[C@@H:8]([NH:7][C:6]([O:5][C:1]([CH3:4])([CH3:3])[CH3:2])=[O:22])[CH2:9]1)=[O:34])[C:37]1[CH:42]=[CH:41][CH:40]=[CH:39][CH:38]=1. The catalyst class is: 19. (5) Reactant: FC(F)(F)C([N:5]1[CH2:10][CH2:9][CH:8]([C:11](Cl)=O)[CH2:7][CH2:6]1)=O.[NH2:16][C:17]1[C:25]2[C:20](=[CH:21][C:22]([Br:26])=[CH:23][CH:24]=2)[NH:19][C:18]=1[C:27]([NH2:29])=[O:28].O. Product: [Br:26][C:22]1[CH:23]=[CH:24][C:25]2[C:17]3[N:16]=[C:11]([CH:8]4[CH2:7][CH2:6][NH:5][CH2:10][CH2:9]4)[N:29]=[C:27]([OH:28])[C:18]=3[NH:19][C:20]=2[CH:21]=1. The catalyst class is: 202.